The task is: Predict which catalyst facilitates the given reaction.. This data is from Catalyst prediction with 721,799 reactions and 888 catalyst types from USPTO. (1) Reactant: [NH:1]1[C:9]2[C:4](=[N:5][CH:6]=[CH:7][CH:8]=2)[CH:3]=[C:2]1[C:10]([NH2:12])=[O:11].[CH3:13][O:14][C:15]1[CH:20]=[CH:19][CH:18]=[CH:17][C:16]=1[S:21][S:21][C:16]1[CH:17]=[CH:18][CH:19]=[CH:20][C:15]=1[O:14][CH3:13]. Product: [CH3:13][O:14][C:15]1[CH:20]=[CH:19][CH:18]=[CH:17][C:16]=1[S:21][C:3]1[C:4]2=[N:5][CH:6]=[CH:7][CH:8]=[C:9]2[NH:1][C:2]=1[C:10]([NH2:12])=[O:11]. The catalyst class is: 3. (2) Reactant: [Si:1]([O:8][CH:9]1[C:14]2=[N:15][C:16]([CH3:38])=[C:17]([CH2:20][CH2:21][N:22]3[CH2:27][CH2:26][CH:25]([C:28]4[C:32]5[CH:33]=[CH:34][C:35]([OH:37])=[CH:36][C:31]=5[O:30][N:29]=4)[CH2:24][CH2:23]3)[C:18](=[O:19])[N:13]2[CH2:12][CH2:11][CH2:10]1)([C:4]([CH3:7])([CH3:6])[CH3:5])([CH3:3])[CH3:2].CN(C=O)C.C(=O)([O-])[O-].[K+].[K+].[C:50]([N:57](Br)[CH2:58][CH3:59])([O:52][C:53]([CH3:56])([CH3:55])[CH3:54])=[O:51]. Product: [Si:1]([O:8][CH:9]1[C:14]2=[N:15][C:16]([CH3:38])=[C:17]([CH2:20][CH2:21][N:22]3[CH2:23][CH2:24][CH:25]([C:28]4[C:32]5[CH:33]=[CH:34][C:35]([O:37][CH2:59][CH2:58][NH:57][C:50](=[O:51])[O:52][C:53]([CH3:56])([CH3:55])[CH3:54])=[CH:36][C:31]=5[O:30][N:29]=4)[CH2:26][CH2:27]3)[C:18](=[O:19])[N:13]2[CH2:12][CH2:11][CH2:10]1)([C:4]([CH3:6])([CH3:7])[CH3:5])([CH3:3])[CH3:2]. The catalyst class is: 21. (3) Reactant: [S:1]1[CH2:5][CH2:4][NH:3][CH:2]1[CH2:6][C:7]([O:9][CH2:10][CH3:11])=[O:8].[C:12](O)(=[O:19])[C:13]1[CH:18]=[CH:17][CH:16]=[CH:15][CH:14]=1.C(Cl)CCl. Product: [C:12]([N:3]1[CH2:4][CH2:5][S:1][CH:2]1[CH2:6][C:7]([O:9][CH2:10][CH3:11])=[O:8])(=[O:19])[C:13]1[CH:18]=[CH:17][CH:16]=[CH:15][CH:14]=1. The catalyst class is: 79. (4) Reactant: Br[CH:2]([C:5]1[CH:10]=[CH:9][CH:8]=[CH:7][CH:6]=1)[C:3]#[N:4].[C:11]([NH:14][C:15]([NH2:17])=[S:16])(=[O:13])[CH3:12]. Product: [C:11]([NH:14][C:15]1[S:16][C:2]([C:5]2[CH:10]=[CH:9][CH:8]=[CH:7][CH:6]=2)=[C:3]([NH2:4])[N:17]=1)(=[O:13])[CH3:12]. The catalyst class is: 8.